This data is from Catalyst prediction with 721,799 reactions and 888 catalyst types from USPTO. The task is: Predict which catalyst facilitates the given reaction. (1) Reactant: [F:1][C:2]([F:16])([CH2:12][CH2:13][CH2:14][CH3:15])[C:3](=[O:11])[CH2:4]P(=O)(OC)OC.O.[OH-].[Li+].[C:20]([O:23][C@@H:24]1[C@H:28]([CH2:29][CH2:30][CH2:31][CH2:32][CH2:33][CH2:34][C:35]([O:37][CH3:38])=[O:36])[C@@H:27]([CH:39]=O)[C@H:26]([O:41][CH:42]2[CH2:47][CH2:46][CH2:45][CH2:44][O:43]2)[CH2:25]1)(=[O:22])[CH3:21]. The catalyst class is: 38. Product: [C:20]([O:23][C@@H:24]1[C@H:28]([CH2:29][CH2:30][CH2:31][CH2:32][CH2:33][CH2:34][C:35]([O:37][CH3:38])=[O:36])[C@@H:27](/[CH:39]=[CH:4]/[C:3](=[O:11])[C:2]([F:1])([F:16])[CH2:12][CH2:13][CH2:14][CH3:15])[C@H:26]([O:41][CH:42]2[CH2:47][CH2:46][CH2:45][CH2:44][O:43]2)[CH2:25]1)(=[O:22])[CH3:21]. (2) Reactant: C1C=CC(P(N=[N+]=[N-])(C2C=CC=CC=2)=[O:8])=CC=1.[CH3:18][P:19]([CH2:22][C:23]1[CH:24]=[C:25]([N:29]2[C:33](C(O)=O)=[CH:32][C:31]([CH:37]([CH3:39])[CH3:38])=[N:30]2)[CH:26]=[CH:27][CH:28]=1)([CH3:21])=[O:20].C([N:42]([CH2:45]C)CC)C.[NH2:47][C:48]1[C:57]2[C:52](=[CH:53][CH:54]=[CH:55][CH:56]=2)[C:51]([O:58][C:59]2[CH:64]=[CH:63][N:62]=[C:61]([NH:65][C:66]3[CH:67]=[C:68]([CH:71]=[C:72]([O:74][CH2:75][CH2:76][N:77]4[CH2:82][CH2:81][O:80][CH2:79][CH2:78]4)[CH:73]=3)[C:69]#[N:70])[N:60]=2)=[CH:50][CH:49]=1. Product: [C:69]([C:68]1[CH:67]=[C:66]([NH:65][C:61]2[N:60]=[C:59]([O:58][C:51]3[C:52]4[C:57](=[CH:56][CH:55]=[CH:54][CH:53]=4)[C:48]([NH:47][C:45]([NH:42][C:33]4[N:29]([C:25]5[CH:26]=[CH:27][CH:28]=[C:23]([CH2:22][P:19]([CH3:18])([CH3:21])=[O:20])[CH:24]=5)[N:30]=[C:31]([CH:37]([CH3:38])[CH3:39])[CH:32]=4)=[O:8])=[CH:49][CH:50]=3)[CH:64]=[CH:63][N:62]=2)[CH:73]=[C:72]([O:74][CH2:75][CH2:76][N:77]2[CH2:78][CH2:79][O:80][CH2:81][CH2:82]2)[CH:71]=1)#[N:70]. The catalyst class is: 656. (3) Reactant: Cl[CH:2]([C:14]1[CH:19]=[CH:18][CH:17]=[CH:16][CH:15]=1)[C:3]([C:5]1[C:13]2[C:8](=[CH:9][CH:10]=[CH:11][CH:12]=2)[NH:7][CH:6]=1)=[O:4].[NH2:20][C:21]1[CH:22]=[N:23][CH:24]=[CH:25][CH:26]=1.CCN(C(C)C)C(C)C. Product: [NH:7]1[C:8]2[C:13](=[CH:12][CH:11]=[CH:10][CH:9]=2)[C:5]([C:3](=[O:4])[CH:2]([C:14]2[CH:19]=[CH:18][CH:17]=[CH:16][CH:15]=2)[NH:20][C:21]2[CH:22]=[N:23][CH:24]=[CH:25][CH:26]=2)=[CH:6]1. The catalyst class is: 10. (4) Reactant: [Cl:1][C:2]1[CH:3]=[CH:4][C:5]2[N:11]([CH2:12][C:13]([CH3:17])([CH3:16])[CH2:14][OH:15])[C:10](=[O:18])[C@@H:9]([CH2:19][C:20]([NH:22][CH2:23][CH2:24][CH2:25][CH2:26][C:27]([OH:29])=[O:28])=[O:21])[O:8][C@H:7]([C:30]3[CH:35]=[CH:34][CH:33]=[C:32]([O:36][CH3:37])[C:31]=3[O:38][CH3:39])[C:6]=2[CH:40]=1.N1C=CC=CC=1.[C:47](OCC)(=[O:49])[CH3:48].C(Cl)(=O)C. Product: [C:47]([O:15][CH2:14][C:13]([CH3:16])([CH3:17])[CH2:12][N:11]1[C:5]2[CH:4]=[CH:3][C:2]([Cl:1])=[CH:40][C:6]=2[C@@H:7]([C:30]2[CH:35]=[CH:34][CH:33]=[C:32]([O:36][CH3:37])[C:31]=2[O:38][CH3:39])[O:8][C@H:9]([CH2:19][C:20]([NH:22][CH2:23][CH2:24][CH2:25][CH2:26][C:27]([OH:29])=[O:28])=[O:21])[C:10]1=[O:18])(=[O:49])[CH3:48]. The catalyst class is: 6.